Dataset: Forward reaction prediction with 1.9M reactions from USPTO patents (1976-2016). Task: Predict the product of the given reaction. (1) Given the reactants [CH3:1][C:2]12[C:14]3[C:6](=[CH:7][C:8]([NH2:15])=[CH:9][C:10]=3[CH2:11][CH2:12][CH2:13]1)[CH2:5][CH2:4][CH2:3]2.I[C:17]1[CH:27]=[CH:26][C:20]([C:21]([O:23][CH2:24][CH3:25])=[O:22])=[CH:19][CH:18]=1.C(=O)([O-])[O-].[Cs+].[Cs+], predict the reaction product. The product is: [CH3:1][C:2]12[C:14]3[C:6](=[CH:7][C:8]([NH:15][C:17]4[CH:27]=[CH:26][C:20]([C:21]([O:23][CH2:24][CH3:25])=[O:22])=[CH:19][CH:18]=4)=[CH:9][C:10]=3[CH2:11][CH2:12][CH2:13]1)[CH2:5][CH2:4][CH2:3]2. (2) Given the reactants N([O-])=O.[Na+].N[C:6]1[N:10]=[C:9]([CH:11]2[CH2:16][CH:15]([C:17]3[CH:22]=[CH:21][C:20]([CH2:23][CH3:24])=[CH:19][CH:18]=3)[CH2:14][N:13]([C:25]([N:27]3[CH2:32][CH2:31][CH:30]([OH:33])[CH2:29][CH2:28]3)=[O:26])[CH2:12]2)[O:8][N:7]=1.[ClH:34], predict the reaction product. The product is: [Cl:34][C:6]1[N:10]=[C:9]([CH:11]2[CH2:16][CH:15]([C:17]3[CH:22]=[CH:21][C:20]([CH2:23][CH3:24])=[CH:19][CH:18]=3)[CH2:14][N:13]([C:25]([N:27]3[CH2:32][CH2:31][CH:30]([OH:33])[CH2:29][CH2:28]3)=[O:26])[CH2:12]2)[O:8][N:7]=1. (3) Given the reactants [CH3:1][C:2]1[CH:19]=[CH:18][CH:17]=[C:16]([CH3:20])[C:3]=1[CH2:4][O:5][C:6]1[CH:7]=[C:8]([CH2:12][C:13]([OH:15])=O)[CH:9]=[CH:10][CH:11]=1.ON1C2C=CC=CC=2N=N1.[CH2:31]([CH2:33][NH2:34])[OH:32].CCN=C=NCCCN(C)C, predict the reaction product. The product is: [OH:32][CH2:31][CH2:33][NH:34][C:13](=[O:15])[CH2:12][C:8]1[CH:9]=[CH:10][CH:11]=[C:6]([O:5][CH2:4][C:3]2[C:16]([CH3:20])=[CH:17][CH:18]=[CH:19][C:2]=2[CH3:1])[CH:7]=1.